This data is from Full USPTO retrosynthesis dataset with 1.9M reactions from patents (1976-2016). The task is: Predict the reactants needed to synthesize the given product. (1) The reactants are: [C:1]([C:5]1[CH:10]=[CH:9][C:8]([N:11]2[C@H:15]([C:16]3[CH:21]=[CH:20][C:19]([NH:22][C:23]([C@@H:25]4[CH2:29][CH2:28][CH2:27][N:26]4[C:30](=[O:40])[C@@H:31]([NH:35][C:36]([O:38][CH3:39])=[O:37])[CH:32]([CH3:34])[CH3:33])=[O:24])=[CH:18][CH:17]=3)[CH2:14][CH2:13][C@H:12]2[C:41]2[CH:46]=[CH:45][C:44]([NH:47][C:48]([C@@H:50]3[CH2:54][CH2:53][CH2:52][N:51]3[C:55](OC(C)(C)C)=[O:56])=[O:49])=[CH:43][CH:42]=2)=[CH:7][CH:6]=1)([CH3:4])([CH3:3])[CH3:2].[C:62](O)(C(F)(F)F)=[O:63].[C:69]([O:73][C:74]([N:76]1[CH2:80][CH2:79][CH2:78][C@H]1C(O)=O)=[O:75])(C)(C)C. Given the product [C:1]([C:5]1[CH:10]=[CH:9][C:8]([N:11]2[C@H:15]([C:16]3[CH:17]=[CH:18][C:19]([NH:22][C:23]([C@@H:25]4[CH2:29][CH2:28][CH2:27][N:26]4[C:30](=[O:40])[C@@H:31]([NH:35][C:36]([O:38][CH3:39])=[O:37])[CH:32]([CH3:34])[CH3:33])=[O:24])=[CH:20][CH:21]=3)[CH2:14][CH2:13][C@H:12]2[C:41]2[CH:42]=[CH:43][C:44]([NH:47][C:48]([C@@H:50]3[CH2:54][CH2:53][CH2:52][N:51]3[C:55](=[O:56])[C@@H:80]([NH:76][C:74](=[O:75])[O:73][CH3:69])[C@H:79]([O:63][CH3:62])[CH3:78])=[O:49])=[CH:45][CH:46]=2)=[CH:7][CH:6]=1)([CH3:2])([CH3:3])[CH3:4], predict the reactants needed to synthesize it. (2) Given the product [F:1][C:2]1[CH:7]=[CH:6][C:5]([N:8]2[CH2:16][C:15]3[C:10](=[CH:11][CH:12]=[C:13]([OH:17])[CH:14]=3)[CH:9]2[CH2:19][C:20]2[CH:25]=[CH:24][C:23]([OH:26])=[CH:22][CH:21]=2)=[CH:4][CH:3]=1, predict the reactants needed to synthesize it. The reactants are: [F:1][C:2]1[CH:7]=[CH:6][C:5]([N:8]2[CH2:16][C:15]3[C:10](=[CH:11][CH:12]=[C:13]([O:17]C)[CH:14]=3)[CH:9]2[CH2:19][C:20]2[CH:25]=[CH:24][C:23]([O:26]CCC3CCCCN3)=[CH:22][CH:21]=2)=[CH:4][CH:3]=1.B(Br)(Br)Br. (3) Given the product [CH3:14][N:15]([CH3:16])[CH2:11][CH:10]([CH3:17])[C:9]([C:5]1[CH:6]=[CH:7][CH:8]=[C:3]([O:2][CH3:1])[CH:4]=1)=[O:12], predict the reactants needed to synthesize it. The reactants are: [CH3:1][O:2][C:3]1[CH:4]=[C:5]([C:9](=[O:12])[CH2:10][CH3:11])[CH:6]=[CH:7][CH:8]=1.Cl.[CH3:14][NH:15][CH3:16].[CH2:17]=O.Cl.[OH-].[Na+]. (4) Given the product [C:16]([O:15][C:13]([NH:12][CH:4]([CH2:5][CH2:6][N:7]1[N:8]=[CH:9][CH:10]=[N:11]1)[C:3]([OH:20])=[O:2])=[O:14])([CH3:19])([CH3:17])[CH3:18], predict the reactants needed to synthesize it. The reactants are: C[O:2][C:3](=[O:20])[CH:4]([NH:12][C:13]([O:15][C:16]([CH3:19])([CH3:18])[CH3:17])=[O:14])[CH2:5][CH2:6][N:7]1[N:11]=[CH:10][CH:9]=[N:8]1.[OH-].[Na+].